From a dataset of Ames mutagenicity test results for genotoxicity prediction. Regression/Classification. Given a drug SMILES string, predict its toxicity properties. Task type varies by dataset: regression for continuous values (e.g., LD50, hERG inhibition percentage) or binary classification for toxic/non-toxic outcomes (e.g., AMES mutagenicity, cardiotoxicity, hepatotoxicity). Dataset: ames. (1) The compound is CC(Br)C(=O)N(C)Cc1ccccc1. The result is 0 (non-mutagenic). (2) The drug is Nc1ccccc1Cl. The result is 0 (non-mutagenic).